This data is from Forward reaction prediction with 1.9M reactions from USPTO patents (1976-2016). The task is: Predict the product of the given reaction. (1) The product is: [CH3:3][CH:2]([N:4]1[CH2:9][CH2:8][CH:7]([O:10][C:11]2[CH:12]=[CH:13][C:14]([N:17]3[CH2:22][CH2:21][NH:20][CH2:19][C:18]3=[O:33])=[CH:15][CH:16]=2)[CH2:6][CH2:5]1)[CH3:1]. Given the reactants [CH3:1][CH:2]([N:4]1[CH2:9][CH2:8][CH:7]([O:10][C:11]2[CH:16]=[CH:15][C:14]([N:17]3[CH2:22][CH2:21][N:20](C(OCC4C=CC=CC=4)=O)[CH2:19][C:18]3=[O:33])=[CH:13][CH:12]=2)[CH2:6][CH2:5]1)[CH3:3], predict the reaction product. (2) Given the reactants [NH2:1][C:2]1[S:3][C:4]2[CH:10]=[CH:9][CH:8]=[C:7]([O:11][CH2:12][P:13]([O:18][CH2:19][CH3:20])([O:15][CH2:16][CH3:17])=[O:14])[C:5]=2[N:6]=1.[Br:21]Br, predict the reaction product. The product is: [NH2:1][C:2]1[S:3][C:4]2[CH:10]=[C:9]([Br:21])[CH:8]=[C:7]([O:11][CH2:12][P:13]([O:15][CH2:16][CH3:17])([O:18][CH2:19][CH3:20])=[O:14])[C:5]=2[N:6]=1. (3) Given the reactants [C:1]1([C:11](Cl)=[O:12])[C:10]2[C:5](=[CH:6][CH:7]=[CH:8][CH:9]=2)[CH:4]=[CH:3][CH:2]=1.[Cl-].[Cl-].[Cl-].[Al+3].[N:18]1([CH2:24][CH2:25][C:26]2[N:30]3[CH:31]=[CH:32][CH:33]=[CH:34][C:29]3=[CH:28][N:27]=2)[CH2:23][CH2:22][O:21][CH2:20][CH2:19]1, predict the reaction product. The product is: [N:18]1([CH2:24][CH2:25][C:26]2[N:30]3[CH:31]=[CH:32][CH:33]=[CH:34][C:29]3=[C:28]([C:11]([C:1]3[C:10]4[C:5](=[CH:6][CH:7]=[CH:8][CH:9]=4)[CH:4]=[CH:3][CH:2]=3)=[O:12])[N:27]=2)[CH2:19][CH2:20][O:21][CH2:22][CH2:23]1. (4) Given the reactants C(=O)([O-])[O-].[Na+].[Na+].[CH2:7]([NH2:21])[CH2:8][CH2:9][CH2:10][CH2:11][CH2:12][CH2:13][CH2:14][CH2:15][CH2:16][CH2:17][CH2:18][CH2:19][CH3:20].[CH2:22](Br)[C:23]#[CH:24], predict the reaction product. The product is: [CH2:24]([NH:21][CH2:7][CH2:8][CH2:9][CH2:10][CH2:11][CH2:12][CH2:13][CH2:14][CH2:15][CH2:16][CH2:17][CH2:18][CH2:19][CH3:20])[C:23]#[CH:22]. (5) Given the reactants C([N:8]1[CH2:13][CH2:12][NH:11][CH:10]([C:14]([F:17])([F:16])[F:15])[CH2:9]1)C1C=CC=CC=1, predict the reaction product. The product is: [F:15][C:14]([F:17])([F:16])[CH:10]1[CH2:9][NH:8][CH2:13][CH2:12][NH:11]1. (6) Given the reactants [F:1][C:2]([F:13])([F:12])[C:3]1[CH:4]=[C:5]([N:9]=[C:10]=[O:11])[CH:6]=[CH:7][CH:8]=1.[O:14]1[CH2:19][CH2:18][N:17]([CH2:20][CH2:21][CH2:22][O:23][C:24]2[CH:25]=[C:26]([CH:28]=[CH:29][CH:30]=2)[NH2:27])[CH2:16][CH2:15]1, predict the reaction product. The product is: [O:14]1[CH2:15][CH2:16][N:17]([CH2:20][CH2:21][CH2:22][O:23][C:24]2[CH:25]=[C:26]([NH:27][C:10]([NH:9][C:5]3[CH:6]=[CH:7][CH:8]=[C:3]([C:2]([F:12])([F:13])[F:1])[CH:4]=3)=[O:11])[CH:28]=[CH:29][CH:30]=2)[CH2:18][CH2:19]1. (7) Given the reactants [CH2:1]([C:8]1[O:9][C:10]2[CH:31]=[CH:30][CH:29]=[CH:28][C:11]=2[C:12]=1[C:13]1[CH:18]=[CH:17][C:16](B2OC(C)(C)C(C)(C)O2)=[CH:15][CH:14]=1)[C:2]1[CH:7]=[CH:6][CH:5]=[CH:4][CH:3]=1.Br[C:33]1[CH:38]=[CH:37][C:36]([C:39](=[O:51])[CH2:40][CH:41]2[C:46](=[O:47])[O:45][C:44]([CH3:49])([CH3:48])[O:43][C:42]2=[O:50])=[CH:35][CH:34]=1.P([O-])([O-])([O-])=O.[K+].[K+].[K+], predict the reaction product. The product is: [CH2:1]([C:8]1[O:9][C:10]2[CH:31]=[CH:30][CH:29]=[CH:28][C:11]=2[C:12]=1[C:13]1[CH:14]=[CH:15][C:16]([C:33]2[CH:38]=[CH:37][C:36]([C:39](=[O:51])[CH2:40][CH:41]3[C:46](=[O:47])[O:45][C:44]([CH3:49])([CH3:48])[O:43][C:42]3=[O:50])=[CH:35][CH:34]=2)=[CH:17][CH:18]=1)[C:2]1[CH:3]=[CH:4][CH:5]=[CH:6][CH:7]=1.